From a dataset of Retrosynthesis with 50K atom-mapped reactions and 10 reaction types from USPTO. Predict the reactants needed to synthesize the given product. (1) Given the product O=C(CCN1CCCOC(Cc2ccc(F)cc2)C1)Nc1cccc(F)c1, predict the reactants needed to synthesize it. The reactants are: Nc1cccc(F)c1.O=C(O)CCN1CCCOC(Cc2ccc(F)cc2)C1. (2) Given the product COC(=O)[C@@H]1[C@H](c2ccccc2)[C@H]1c1ccc(N2CC3(COC3)C2)cc1, predict the reactants needed to synthesize it. The reactants are: C1NCC12COC2.COC(=O)[C@@H]1[C@H](c2ccccc2)[C@H]1c1ccc(Br)cc1.